From a dataset of Reaction yield outcomes from USPTO patents with 853,638 reactions. Predict the reaction yield, written as a fraction of the theoretical maximum amount of product (1.0 means a 100% yield; for example, 0.34 means a 34% yield). (1) The reactants are [NH2:1][C:2]1[CH:6]=[CH:5][S:4][C:3]=1[C:7]([O:9]C)=O.[NH2:11][C:12](N)=[O:13]. The catalyst is [OH-].[Na+]. The product is [NH:1]1[C:2]2[CH:6]=[CH:5][S:4][C:3]=2[C:7](=[O:9])[NH:11][C:12]1=[O:13]. The yield is 0.934. (2) The reactants are [Cl:1][C:2]1[CH:12]=[CH:11][C:5]([C:6]([O:8][CH2:9][CH3:10])=[O:7])=[CH:4][C:3]=1[OH:13].[H-].[Na+].[Cl:16][C:17]1[CH:22]=[C:21]([N+]([O-])=O)[CH:20]=[CH:19][N:18]=1. No catalyst specified. The product is [Cl:1][C:2]1[CH:12]=[CH:11][C:5]([C:6]([O:8][CH2:9][CH3:10])=[O:7])=[CH:4][C:3]=1[O:13][C:21]1[CH:20]=[CH:19][N:18]=[C:17]([Cl:16])[CH:22]=1. The yield is 0.478. (3) The reactants are [CH3:1][CH:2]([CH:6]([OH:11])[CH2:7][CH:8]([CH3:10])[CH3:9])[CH:3]([OH:5])[CH3:4].N1C=C[CH:15]=[CH:14][CH:13]=1.[C:18](Cl)(=[O:25])[C:19]1[CH:24]=[CH:23][CH:22]=[CH:21][CH:20]=1.[O:27]1[CH2:31][CH2:30][CH2:29][CH2:28]1. No catalyst specified. The product is [C:18]([O:5][CH:3]([CH:2]([CH3:1])[CH:6]([O:11][C:31](=[O:27])[C:30]1[CH:15]=[CH:14][CH:13]=[CH:28][CH:29]=1)[CH2:7][CH:8]([CH3:10])[CH3:9])[CH3:4])(=[O:25])[C:19]1[CH:24]=[CH:23][CH:22]=[CH:21][CH:20]=1. The yield is 0.880. (4) The reactants are [NH2:1][C:2]1[CH:7]=[CH:6][CH:5]=[CH:4][C:3]=1[S:8]([NH2:11])(=[O:10])=[O:9].[Cl:12][C:13]1[C:14]([F:23])=[C:15]([S:19](Cl)(=[O:21])=[O:20])[CH:16]=[CH:17][CH:18]=1. The catalyst is N1C=CC=CC=1. The product is [Cl:12][C:13]1[C:14]([F:23])=[C:15]([S:19]([NH:1][C:2]2[CH:7]=[CH:6][CH:5]=[CH:4][C:3]=2[S:8](=[O:9])(=[O:10])[NH2:11])(=[O:21])=[O:20])[CH:16]=[CH:17][CH:18]=1. The yield is 0.190. (5) The reactants are CS(C1C=CC(C2C=CC(C(=C3CC(C)(C)CC(C)(C)C3)C3C=CC(O)=CC=3)=CC=2)=CC=1)(=O)=O.Br[C:36]1[CH:41]=[CH:40][C:39]([C:42](=[C:50]2[CH2:57][CH2:56][CH2:55][CH2:54][CH2:53][CH2:52][CH2:51]2)[C:43]2[CH:48]=[CH:47][C:46]([OH:49])=[CH:45][CH:44]=2)=[CH:38][CH:37]=1.[C:58]([C:60]1[CH:65]=[CH:64][C:63](B(O)O)=[CH:62][CH:61]=1)#[N:59].C([O-])([O-])=O.[Na+].[Na+]. The catalyst is Cl[Pd](Cl)([P](C1C=CC=CC=1)(C1C=CC=CC=1)C1C=CC=CC=1)[P](C1C=CC=CC=1)(C1C=CC=CC=1)C1C=CC=CC=1.O.C1COCC1. The product is [C:50]1(=[C:42]([C:43]2[CH:48]=[CH:47][C:46]([OH:49])=[CH:45][CH:44]=2)[C:39]2[CH:38]=[CH:37][C:36]([C:63]3[CH:64]=[CH:65][C:60]([C:58]#[N:59])=[CH:61][CH:62]=3)=[CH:41][CH:40]=2)[CH2:51][CH2:52][CH2:53][CH2:54][CH2:55][CH2:56][CH2:57]1. The yield is 0.760.